Dataset: Full USPTO retrosynthesis dataset with 1.9M reactions from patents (1976-2016). Task: Predict the reactants needed to synthesize the given product. (1) The reactants are: C(OC([N:8]1[CH2:17][CH2:16][C:15]2[N:14]([CH2:18][C:19]3[CH:24]=[CH:23][C:22]([Cl:25])=[CH:21][CH:20]=3)[N:13]=[C:12]([C:26]3[CH:31]=[CH:30][C:29]([Cl:32])=[CH:28][CH:27]=3)[C:11]=2[CH2:10][CH2:9]1)=O)(C)(C)C.C(OC(N1CCC2N(CC3C=CC(Cl)=CC=3)N=C(S(C(F)(F)F)(=O)=O)C=2CC1)=O)(C)(C)C.[O-]P([O-])([O-])=O.[K+].[K+].[K+].ClC1C=CC(B(O)O)=CC=1. Given the product [Cl:25][C:22]1[CH:21]=[CH:20][C:19]([CH2:18][N:14]2[C:15]3[CH2:16][CH2:17][NH:8][CH2:9][CH2:10][C:11]=3[C:12]([C:26]3[CH:31]=[CH:30][C:29]([Cl:32])=[CH:28][CH:27]=3)=[N:13]2)=[CH:24][CH:23]=1, predict the reactants needed to synthesize it. (2) Given the product [Cl:36][C:33]1[CH:32]=[N:31][C:30]([N:26]2[CH2:27][CH2:28][CH:23]([C:20]3[C:16]4[N:17]=[CH:18][N:19]=[C:14]([NH:13][C:4]5[CH:5]=[CH:6][C:7]([S:9]([CH3:12])(=[O:10])=[O:11])=[CH:8][C:3]=5[F:2])[C:15]=4[O:22][CH:21]=3)[CH2:24][CH2:25]2)=[N:35][CH:34]=1, predict the reactants needed to synthesize it. The reactants are: Cl.[F:2][C:3]1[CH:8]=[C:7]([S:9]([CH3:12])(=[O:11])=[O:10])[CH:6]=[CH:5][C:4]=1[NH:13][C:14]1[C:15]2[O:22][CH:21]=[C:20]([CH:23]3[CH2:28][CH2:27][NH:26][CH2:25][CH2:24]3)[C:16]=2[N:17]=[CH:18][N:19]=1.Cl[C:30]1[N:35]=[CH:34][C:33]([Cl:36])=[CH:32][N:31]=1.C(N(CC)C(C)C)(C)C.O. (3) Given the product [ClH:20].[NH2:8][C@@H:9]([CH2:15][CH2:16][S:17][CH3:18])[CH2:10][S:11]([OH:14])(=[O:12])=[O:13], predict the reactants needed to synthesize it. The reactants are: C(OC([NH:8][C@@H:9]([CH2:15][CH2:16][S:17][CH3:18])[CH2:10][S:11]([O-:14])(=[O:13])=[O:12])=O)(C)(C)C.[Na+].[ClH:20]. (4) The reactants are: [CH2:1]([O:3][C:4]([C@H:6]1[CH2:10][C@@H:9]([O:11]S(C2C=CC(C)=CC=2)(=O)=O)[CH2:8][N:7]1[S:22]([C:25]1[CH:30]=[CH:29][C:28]([CH3:31])=[CH:27][CH:26]=1)(=[O:24])=[O:23])=[O:5])[CH3:2].[C:32]([O-])(=[O:34])[CH3:33].[K+].O. Given the product [CH2:1]([O:3][C:4]([C@H:6]1[CH2:10][C@H:9]([O:11][C:32](=[O:34])[CH3:33])[CH2:8][N:7]1[S:22]([C:25]1[CH:30]=[CH:29][C:28]([CH3:31])=[CH:27][CH:26]=1)(=[O:23])=[O:24])=[O:5])[CH3:2], predict the reactants needed to synthesize it. (5) Given the product [F:15][C:2]1[C:11]2[C:6](=[CH:7][C:8]([O:13][CH3:14])=[C:9]([F:12])[CH:10]=2)[CH:5]=[CH:4][N:3]=1, predict the reactants needed to synthesize it. The reactants are: Cl[C:2]1[C:11]2[C:6](=[CH:7][C:8]([O:13][CH3:14])=[C:9]([F:12])[CH:10]=2)[CH:5]=[CH:4][N:3]=1.[F-:15].[Cs+]. (6) Given the product [C:8]([C:6]1[CH:5]=[CH:4][C:3]2[NH:12][C:13]([CH2:14][CH2:15][CH:16]3[CH2:17][CH:18]([N:20]([CH2:22][C@@H:23]4[C@H:30]5[O:29][C:28]([CH3:32])([CH3:31])[O:27][C@H:26]5[C@H:25]([N:33]5[C:37]6[N:38]=[CH:39][N:40]=[C:41]([NH:42][CH2:43][C:44]7[CH:49]=[CH:48][C:47]([O:50][CH3:51])=[CH:46][C:45]=7[O:52][CH3:53])[C:36]=6[CH:35]=[CH:34]5)[CH2:24]4)[CH3:21])[CH2:19]3)=[N:1][C:2]=2[CH:7]=1)([CH3:10])([CH3:9])[CH3:11], predict the reactants needed to synthesize it. The reactants are: [NH2:1][C:2]1[CH:7]=[C:6]([C:8]([CH3:11])([CH3:10])[CH3:9])[CH:5]=[CH:4][C:3]=1[NH:12][C:13](=O)[CH2:14][CH2:15][CH:16]1[CH2:19][CH:18]([N:20]([CH2:22][C@@H:23]2[C@@H:30]3[C@@H:26]([O:27][C:28]([CH3:32])([CH3:31])[O:29]3)[C@H:25]([N:33]3[C:37]4[N:38]=[CH:39][N:40]=[C:41]([NH:42][CH2:43][C:44]5[CH:49]=[CH:48][C:47]([O:50][CH3:51])=[CH:46][C:45]=5[O:52][CH3:53])[C:36]=4[CH:35]=[CH:34]3)[CH2:24]2)[CH3:21])[CH2:17]1.C(O)(=O)C.